Dataset: Forward reaction prediction with 1.9M reactions from USPTO patents (1976-2016). Task: Predict the product of the given reaction. (1) Given the reactants [CH2:1]([C:9]1[CH:14]=[CH:13][N:12]=[CH:11][CH:10]=1)[CH2:2][C:3]1[CH:8]=[CH:7][CH:6]=[CH:5][CH:4]=1.[CH2:15](Br)[C:16]1[CH:21]=[CH:20][CH:19]=[CH:18][CH:17]=1.[BH4-].[Na+], predict the reaction product. The product is: [CH2:15]([N:12]1[CH2:11][CH:10]=[C:9]([CH2:1][CH2:2][C:3]2[CH:8]=[CH:7][CH:6]=[CH:5][CH:4]=2)[CH2:14][CH2:13]1)[C:16]1[CH:21]=[CH:20][CH:19]=[CH:18][CH:17]=1. (2) Given the reactants [F:1][C:2]1[CH:7]=[CH:6][CH:5]=[CH:4][C:3]=1[C:8]1[N:13]=[CH:12][N:11]=[C:10]([C:14](=[O:16])[CH3:15])[CH:9]=1.Cl[C:18]1[CH:23]=C(C(OCC)=C)N=CN=1.FC1C=CC=CC=1B(O)O.C(=O)([O-])[O-].[Na+].[Na+], predict the reaction product. The product is: [CH2:18]([O:16][C:14]([C:10]1[CH:9]=[C:8]([C:3]2[CH:4]=[CH:5][CH:6]=[CH:7][C:2]=2[F:1])[N:13]=[CH:12][N:11]=1)=[CH2:15])[CH3:23]. (3) The product is: [CH2:30]([O:17][C:5]1[C:6]([CH:8]([C:11]2[CH:16]=[CH:15][CH:14]=[CH:13][CH:12]=2)[CH:9]=[CH2:10])=[CH:7][C:2]([Br:1])=[CH:3][C:4]=1[N+:18]([O-:20])=[O:19])[CH:29]=[CH2:28]. Given the reactants [Br:1][C:2]1[CH:7]=[C:6]([CH:8]([C:11]2[CH:16]=[CH:15][CH:14]=[CH:13][CH:12]=2)[CH:9]=[CH2:10])[C:5]([OH:17])=[C:4]([N+:18]([O-:20])=[O:19])[CH:3]=1.C(=O)([O-])[O-].[K+].[K+].Br[CH2:28][CH:29]=[CH2:30], predict the reaction product. (4) Given the reactants [O:1]=[C:2]1[NH:6][CH2:5][CH2:4][N:3]1[C:7]1[CH:8]=[CH:9][C:10]([C:15]([N:17]2[CH2:22][CH2:21][N:20]([C:23]3[C:28]([CH3:29])=[CH:27][C:26]([CH3:30])=[C:25]([CH3:31])[N:24]=3)[CH2:19][CH2:18]2)=[O:16])=[C:11]([CH:14]=1)[C:12]#[N:13].FC(F)(F)C(O)=[O:35].S(=O)(=O)(O)O.[OH-].[Na+], predict the reaction product. The product is: [O:1]=[C:2]1[NH:6][CH2:5][CH2:4][N:3]1[C:7]1[CH:8]=[CH:9][C:10]([C:15]([N:17]2[CH2:18][CH2:19][N:20]([C:23]3[C:28]([CH3:29])=[CH:27][C:26]([CH3:30])=[C:25]([CH3:31])[N:24]=3)[CH2:21][CH2:22]2)=[O:16])=[C:11]([CH:14]=1)[C:12]([NH2:13])=[O:35]. (5) Given the reactants [C:1]([C:3]([C:6]1[CH:7]=[C:8]([CH:34]=[CH:35][CH:36]=1)[C:9]([NH:11][C:12]1[CH:17]=[CH:16][C:15]([CH3:18])=[C:14]([NH:19][C:20]([C:22]2[N:27]=[C:26]([N:28]3[CH2:33][CH2:32][O:31][CH2:30][CH2:29]3)N=[CH:24][CH:23]=2)=[O:21])[CH:13]=1)=[O:10])([CH3:5])[CH3:4])#[N:2].Cl[C:38]1N=C(C(O)=O)C=CC=1.CN(C(ON1N=NC2C=CC=NC1=2)=[N+](C)C)C.F[P-](F)(F)(F)(F)F.CCN(C(C)C)C(C)C.N1CCOCC1, predict the reaction product. The product is: [C:1]([C:3]([C:6]1[CH:7]=[C:8]([CH:34]=[CH:35][CH:36]=1)[C:9]([NH:11][C:12]1[CH:17]=[CH:16][C:15]([CH3:18])=[C:14]([NH:19][C:20]([C:22]2[CH:23]=[CH:24][CH:38]=[C:26]([N:28]3[CH2:29][CH2:30][O:31][CH2:32][CH2:33]3)[N:27]=2)=[O:21])[CH:13]=1)=[O:10])([CH3:4])[CH3:5])#[N:2]. (6) The product is: [C:1]([C:5]1[CH:6]=[C:7]([C:15]2[S:16][CH:17]=[C:18]([CH:20]3[CH2:25][CH2:24][N:23]([C:34](=[O:35])[CH2:33][N:29]4[C:30]([CH3:32])=[CH:31][C:27]([CH3:26])=[N:28]4)[CH2:22][CH2:21]3)[N:19]=2)[CH:8]=[C:9]([C:11]([CH3:14])([CH3:13])[CH3:12])[CH:10]=1)([CH3:2])([CH3:3])[CH3:4]. Given the reactants [C:1]([C:5]1[CH:6]=[C:7]([C:15]2[S:16][CH:17]=[C:18]([CH:20]3[CH2:25][CH2:24][NH:23][CH2:22][CH2:21]3)[N:19]=2)[CH:8]=[C:9]([C:11]([CH3:14])([CH3:13])[CH3:12])[CH:10]=1)([CH3:4])([CH3:3])[CH3:2].[CH3:26][C:27]1[CH:31]=[C:30]([CH3:32])[N:29]([CH2:33][C:34](O)=[O:35])[N:28]=1, predict the reaction product. (7) Given the reactants [CH3:1][O:2][C:3]1[CH:10]=[C:9]([O:11][CH3:12])[CH:8]=[CH:7][C:4]=1[CH2:5][NH2:6].F[C:14]1[CH:15]=[C:16]([CH:19]=[CH:20][N:21]=1)[C:17]#[N:18], predict the reaction product. The product is: [CH3:1][O:2][C:3]1[CH:10]=[C:9]([O:11][CH3:12])[CH:8]=[CH:7][C:4]=1[CH2:5][NH:6][C:14]1[CH:15]=[C:16]([CH:19]=[CH:20][N:21]=1)[C:17]#[N:18]. (8) The product is: [Br:14][C:12]1[CH:13]=[C:5]([C:3]([OH:4])=[O:2])[C:6]2[CH:7]=[N:8][N:9]([C:15]3[CH:16]=[CH:17][C:18]([F:21])=[CH:19][CH:20]=3)[C:10]=2[CH:11]=1. Given the reactants C[O:2][C:3]([C:5]1[C:6]2[CH:7]=[N:8][N:9]([C:15]3[CH:20]=[CH:19][C:18]([F:21])=[CH:17][CH:16]=3)[C:10]=2[CH:11]=[C:12]([Br:14])[CH:13]=1)=[O:4].[OH-].[Na+].Cl, predict the reaction product.